From a dataset of Peptide-MHC class I binding affinity with 185,985 pairs from IEDB/IMGT. Regression. Given a peptide amino acid sequence and an MHC pseudo amino acid sequence, predict their binding affinity value. This is MHC class I binding data. The peptide sequence is MEVTAKWLW. The MHC is HLA-B44:03 with pseudo-sequence HLA-B44:03. The binding affinity (normalized) is 0.762.